From a dataset of Forward reaction prediction with 1.9M reactions from USPTO patents (1976-2016). Predict the product of the given reaction. Given the reactants [CH:1]12[O:7][CH:4]([CH:5]=[CH:6]1)[CH2:3][CH:2]2[NH2:8].[C:9](O[C:9]([O:11][C:12]([CH3:15])([CH3:14])[CH3:13])=[O:10])([O:11][C:12]([CH3:15])([CH3:14])[CH3:13])=[O:10], predict the reaction product. The product is: [CH:1]12[O:7][CH:4]([CH:5]=[CH:6]1)[CH2:3][CH:2]2[NH:8][C:9](=[O:10])[O:11][C:12]([CH3:15])([CH3:14])[CH3:13].